Task: Regression. Given a peptide amino acid sequence and an MHC pseudo amino acid sequence, predict their binding affinity value. This is MHC class II binding data.. Dataset: Peptide-MHC class II binding affinity with 134,281 pairs from IEDB (1) The peptide sequence is LVLDFCDDALIEGIT. The MHC is DRB1_1602 with pseudo-sequence DRB1_1602. The binding affinity (normalized) is 0.583. (2) The peptide sequence is EKKYFAATQFEPLAI. The MHC is HLA-DQA10401-DQB10402 with pseudo-sequence HLA-DQA10401-DQB10402. The binding affinity (normalized) is 0.567. (3) The peptide sequence is ESAQPGLLSYVIGLL. The MHC is DRB1_0101 with pseudo-sequence DRB1_0101. The binding affinity (normalized) is 0.849. (4) The peptide sequence is STLQEQIGWMTNNPPIPV. The MHC is HLA-DQA10501-DQB10301 with pseudo-sequence HLA-DQA10501-DQB10301. The binding affinity (normalized) is 0.0843. (5) The binding affinity (normalized) is 0.408. The peptide sequence is PANDKFTVFEAAFNDAIKE. The MHC is DRB1_1501 with pseudo-sequence DRB1_1501. (6) The peptide sequence is AETGSQGVYMGNLSQ. The MHC is DRB1_0101 with pseudo-sequence DRB1_0101. The binding affinity (normalized) is 0.331. (7) The peptide sequence is LIDDVLAILPLDDLK. The MHC is DRB1_1501 with pseudo-sequence DRB1_1501. The binding affinity (normalized) is 0.215.